Dataset: Full USPTO retrosynthesis dataset with 1.9M reactions from patents (1976-2016). Task: Predict the reactants needed to synthesize the given product. Given the product [NH2:1][C:2]1[CH:7]=[CH:6][C:5]([C:8]([CH3:12])([CH3:11])[C:9]#[N:10])=[C:4]([C:18]2[CH:19]=[CH:20][C:15]([CH3:14])=[CH:16][CH:17]=2)[CH:3]=1, predict the reactants needed to synthesize it. The reactants are: [NH2:1][C:2]1[CH:7]=[CH:6][C:5]([C:8]([CH3:12])([CH3:11])[C:9]#[N:10])=[C:4](Br)[CH:3]=1.[CH3:14][C:15]1[CH:20]=[CH:19][C:18](B(O)O)=[CH:17][CH:16]=1.C([O-])([O-])=O.[K+].[K+].